This data is from Peptide-MHC class I binding affinity with 185,985 pairs from IEDB/IMGT. The task is: Regression. Given a peptide amino acid sequence and an MHC pseudo amino acid sequence, predict their binding affinity value. This is MHC class I binding data. (1) The peptide sequence is RVKEKYQHL. The MHC is HLA-B40:01 with pseudo-sequence HLA-B40:01. The binding affinity (normalized) is 0. (2) The peptide sequence is ARHGEYAPF. The MHC is HLA-B18:01 with pseudo-sequence HLA-B18:01. The binding affinity (normalized) is 0.0847.